From a dataset of NCI-60 drug combinations with 297,098 pairs across 59 cell lines. Regression. Given two drug SMILES strings and cell line genomic features, predict the synergy score measuring deviation from expected non-interaction effect. (1) Drug 1: CC1=C(C(=CC=C1)Cl)NC(=O)C2=CN=C(S2)NC3=CC(=NC(=N3)C)N4CCN(CC4)CCO. Drug 2: CC1CCCC2(C(O2)CC(NC(=O)CC(C(C(=O)C(C1O)C)(C)C)O)C(=CC3=CSC(=N3)C)C)C. Cell line: COLO 205. Synergy scores: CSS=57.4, Synergy_ZIP=1.26, Synergy_Bliss=-0.751, Synergy_Loewe=1.69, Synergy_HSA=3.99. (2) Drug 1: CC1OCC2C(O1)C(C(C(O2)OC3C4COC(=O)C4C(C5=CC6=C(C=C35)OCO6)C7=CC(=C(C(=C7)OC)O)OC)O)O. Drug 2: CC1C(C(CC(O1)OC2CC(CC3=C2C(=C4C(=C3O)C(=O)C5=C(C4=O)C(=CC=C5)OC)O)(C(=O)C)O)N)O.Cl. Cell line: SK-MEL-2. Synergy scores: CSS=49.7, Synergy_ZIP=10.2, Synergy_Bliss=11.2, Synergy_Loewe=12.0, Synergy_HSA=13.5. (3) Drug 1: CC12CCC(CC1=CCC3C2CCC4(C3CC=C4C5=CN=CC=C5)C)O. Drug 2: C(CCl)NC(=O)N(CCCl)N=O. Cell line: U251. Synergy scores: CSS=6.20, Synergy_ZIP=-3.15, Synergy_Bliss=-2.30, Synergy_Loewe=-2.30, Synergy_HSA=-1.81. (4) Drug 1: C1=CC(=CC=C1CCCC(=O)O)N(CCCl)CCCl. Drug 2: CCCS(=O)(=O)NC1=C(C(=C(C=C1)F)C(=O)C2=CNC3=C2C=C(C=N3)C4=CC=C(C=C4)Cl)F. Cell line: M14. Synergy scores: CSS=16.0, Synergy_ZIP=-8.63, Synergy_Bliss=-9.34, Synergy_Loewe=-17.0, Synergy_HSA=-6.18. (5) Drug 1: CC1OCC2C(O1)C(C(C(O2)OC3C4COC(=O)C4C(C5=CC6=C(C=C35)OCO6)C7=CC(=C(C(=C7)OC)O)OC)O)O. Drug 2: C1=NC2=C(N=C(N=C2N1C3C(C(C(O3)CO)O)O)F)N. Cell line: SF-539. Synergy scores: CSS=8.97, Synergy_ZIP=0.613, Synergy_Bliss=0.851, Synergy_Loewe=-16.4, Synergy_HSA=1.08.